This data is from NCI-60 drug combinations with 297,098 pairs across 59 cell lines. The task is: Regression. Given two drug SMILES strings and cell line genomic features, predict the synergy score measuring deviation from expected non-interaction effect. (1) Drug 1: CC1=CC=C(C=C1)C2=CC(=NN2C3=CC=C(C=C3)S(=O)(=O)N)C(F)(F)F. Drug 2: CCC(=C(C1=CC=CC=C1)C2=CC=C(C=C2)OCCN(C)C)C3=CC=CC=C3.C(C(=O)O)C(CC(=O)O)(C(=O)O)O. Synergy scores: CSS=-3.29, Synergy_ZIP=7.63, Synergy_Bliss=1.41, Synergy_Loewe=-4.54, Synergy_HSA=-4.74. Cell line: SR. (2) Drug 1: CC1CCC2CC(C(=CC=CC=CC(CC(C(=O)C(C(C(=CC(C(=O)CC(OC(=O)C3CCCCN3C(=O)C(=O)C1(O2)O)C(C)CC4CCC(C(C4)OC)O)C)C)O)OC)C)C)C)OC. Drug 2: CCCCC(=O)OCC(=O)C1(CC(C2=C(C1)C(=C3C(=C2O)C(=O)C4=C(C3=O)C=CC=C4OC)O)OC5CC(C(C(O5)C)O)NC(=O)C(F)(F)F)O. Cell line: SNB-19. Synergy scores: CSS=12.0, Synergy_ZIP=-2.51, Synergy_Bliss=-4.60, Synergy_Loewe=-6.40, Synergy_HSA=-6.04. (3) Drug 1: CC12CCC3C(C1CCC2O)C(CC4=C3C=CC(=C4)O)CCCCCCCCCS(=O)CCCC(C(F)(F)F)(F)F. Drug 2: C1CC(=O)NC(=O)C1N2C(=O)C3=CC=CC=C3C2=O. Cell line: HCC-2998. Synergy scores: CSS=6.72, Synergy_ZIP=3.13, Synergy_Bliss=6.04, Synergy_Loewe=2.40, Synergy_HSA=-0.425. (4) Drug 2: C1=CC=C(C=C1)NC(=O)CCCCCCC(=O)NO. Drug 1: CC=C1C(=O)NC(C(=O)OC2CC(=O)NC(C(=O)NC(CSSCCC=C2)C(=O)N1)C(C)C)C(C)C. Synergy scores: CSS=63.2, Synergy_ZIP=0.401, Synergy_Bliss=0.135, Synergy_Loewe=-14.9, Synergy_HSA=1.57. Cell line: IGROV1. (5) Drug 1: CCCS(=O)(=O)NC1=C(C(=C(C=C1)F)C(=O)C2=CNC3=C2C=C(C=N3)C4=CC=C(C=C4)Cl)F. Drug 2: CCC1(CC2CC(C3=C(CCN(C2)C1)C4=CC=CC=C4N3)(C5=C(C=C6C(=C5)C78CCN9C7C(C=CC9)(C(C(C8N6C=O)(C(=O)OC)O)OC(=O)C)CC)OC)C(=O)OC)O.OS(=O)(=O)O. Cell line: DU-145. Synergy scores: CSS=11.1, Synergy_ZIP=-0.808, Synergy_Bliss=6.68, Synergy_Loewe=-10.2, Synergy_HSA=3.66. (6) Drug 1: CN(C)C1=NC(=NC(=N1)N(C)C)N(C)C. Drug 2: CCC1=C2CN3C(=CC4=C(C3=O)COC(=O)C4(CC)O)C2=NC5=C1C=C(C=C5)O. Cell line: UO-31. Synergy scores: CSS=18.3, Synergy_ZIP=-7.49, Synergy_Bliss=-5.40, Synergy_Loewe=-53.0, Synergy_HSA=-6.77. (7) Drug 1: C1C(C(OC1N2C=C(C(=O)NC2=O)F)CO)O. Drug 2: C1=CN(C(=O)N=C1N)C2C(C(C(O2)CO)O)O.Cl. Cell line: OVCAR-4. Synergy scores: CSS=8.03, Synergy_ZIP=-4.01, Synergy_Bliss=-3.47, Synergy_Loewe=-8.84, Synergy_HSA=-3.01. (8) Drug 1: C1=CC(=CC=C1CCCC(=O)O)N(CCCl)CCCl. Drug 2: C1C(C(OC1N2C=NC3=C2NC=NCC3O)CO)O. Cell line: EKVX. Synergy scores: CSS=0.148, Synergy_ZIP=-5.35, Synergy_Bliss=-8.67, Synergy_Loewe=-15.3, Synergy_HSA=-6.44.